This data is from Forward reaction prediction with 1.9M reactions from USPTO patents (1976-2016). The task is: Predict the product of the given reaction. Given the reactants [NH2:1][CH2:2][C:3]1[CH:4]=[N:5][CH:6]=[CH:7][CH:8]=1.[Cl:9][C:10]1[C:15]2[O:16][C:17]3[C:26]([CH3:27])=[CH:25][C:24]([C:28]([OH:30])=[O:29])=[CH:23][C:18]=3[S:19](=[O:22])(=[O:21])[CH2:20][C:14]=2[CH:13]=[C:12]([S:31](Cl)(=[O:33])=[O:32])[CH:11]=1.O, predict the reaction product. The product is: [Cl:9][C:10]1[C:15]2[O:16][C:17]3[C:26]([CH3:27])=[CH:25][C:24]([C:28]([OH:30])=[O:29])=[CH:23][C:18]=3[S:19](=[O:22])(=[O:21])[CH2:20][C:14]=2[CH:13]=[C:12]([S:31](=[O:32])(=[O:33])[NH:1][CH2:2][C:3]2[CH:4]=[N:5][CH:6]=[CH:7][CH:8]=2)[CH:11]=1.